From a dataset of Catalyst prediction with 721,799 reactions and 888 catalyst types from USPTO. Predict which catalyst facilitates the given reaction. (1) Reactant: [OH:1][NH:2][C:3](=[NH:7])[CH:4]([CH3:6])[CH3:5].N1C=CC=CC=1.[Cl:14][C:15]([Cl:20])([Cl:19])[C:16](Cl)=O.O. The catalyst class is: 4. Product: [CH3:5][CH:4]([C:3]1[N:7]=[C:16]([C:15]([Cl:20])([Cl:19])[Cl:14])[O:1][N:2]=1)[CH3:6]. (2) Reactant: [CH2:1]([C:13]1[CH:18]=[CH:17][C:16]([S:19](Cl)(=[O:21])=[O:20])=[CH:15][CH:14]=1)[CH2:2][CH2:3][CH2:4][CH2:5][CH2:6][CH2:7][CH2:8][CH2:9][CH2:10][CH2:11][CH3:12].[NH2:23][C:24]1[S:28][C:27]([CH2:29][C:30]([O:32][CH2:33][CH3:34])=[O:31])=[N:26][N:25]=1.Cl. Product: [CH2:1]([C:13]1[CH:18]=[CH:17][C:16]([S:19]([NH:23][C:24]2[S:28][C:27]([CH2:29][C:30]([O:32][CH2:33][CH3:34])=[O:31])=[N:26][N:25]=2)(=[O:21])=[O:20])=[CH:15][CH:14]=1)[CH2:2][CH2:3][CH2:4][CH2:5][CH2:6][CH2:7][CH2:8][CH2:9][CH2:10][CH2:11][CH3:12]. The catalyst class is: 17. (3) The catalyst class is: 340. Product: [Br:20][CH2:1][C:2]1[S:6][C:5]([C:7]2[CH:12]=[CH:11][CH:10]=[CH:9][CH:8]=2)=[N:4][C:3]=1[C:13]([O:15][C:16]([CH3:19])([CH3:18])[CH3:17])=[O:14]. Reactant: [CH3:1][C:2]1[S:6][C:5]([C:7]2[CH:12]=[CH:11][CH:10]=[CH:9][CH:8]=2)=[N:4][C:3]=1[C:13]([O:15][C:16]([CH3:19])([CH3:18])[CH3:17])=[O:14].[Br:20]N1C(=O)CCC1=O. (4) Reactant: [CH3:1][O:2][C:3]1[CH:4]=[C:5]([CH:37]=[CH:38][CH:39]=1)[CH2:6][NH:7][C:8]([C:10]1[NH:11][C:12](=[O:36])[C:13]2[C:18]([CH2:19][O:20][CH2:21][CH2:22][CH:23]3[CH2:28][CH2:27][N:26](C(OC(C)(C)C)=O)[CH2:25][CH2:24]3)=[CH:17][S:16][C:14]=2[N:15]=1)=[O:9].[ClH:40]. Product: [ClH:40].[CH3:1][O:2][C:3]1[CH:4]=[C:5]([CH:37]=[CH:38][CH:39]=1)[CH2:6][NH:7][C:8]([C:10]1[NH:11][C:12](=[O:36])[C:13]2[C:18]([CH2:19][O:20][CH2:21][CH2:22][CH:23]3[CH2:28][CH2:27][NH:26][CH2:25][CH2:24]3)=[CH:17][S:16][C:14]=2[N:15]=1)=[O:9]. The catalyst class is: 12. (5) Reactant: [O:1]=[C:2]1[CH:7]([N:8]2[CH2:16][C:15]3[C:10](=[CH:11][CH:12]=[C:13]([CH2:17][NH:18][C:19](=[O:33])[C:20]([F:32])([F:31])[C:21]4[CH:26]=[CH:25][CH:24]=[C:23]([O:27]COC)[CH:22]=4)[CH:14]=3)[C:9]2=[O:34])[CH2:6][CH2:5][C:4](=[O:35])[NH:3]1.Cl.C(=O)(O)[O-].[Na+]. Product: [O:1]=[C:2]1[CH:7]([N:8]2[CH2:16][C:15]3[C:10](=[CH:11][CH:12]=[C:13]([CH2:17][NH:18][C:19](=[O:33])[C:20]([F:32])([F:31])[C:21]4[CH:26]=[CH:25][CH:24]=[C:23]([OH:27])[CH:22]=4)[CH:14]=3)[C:9]2=[O:34])[CH2:6][CH2:5][C:4](=[O:35])[NH:3]1. The catalyst class is: 12. (6) Reactant: [NH2:1][C:2]1[CH:3]=[C:4]([NH:10][C:11]([C:13]2[C:14]([C:19]3[CH:24]=[CH:23][C:22]([C:25]([F:28])([F:27])[F:26])=[CH:21][CH:20]=3)=[CH:15][CH:16]=[CH:17][CH:18]=2)=[O:12])[CH:5]=[CH:6][C:7]=1C=O.[C:29]([O:35][CH2:36][CH3:37])(=[O:34])[CH2:30][C:31]([CH3:33])=O.[OH-].[Na+].[C:40](O)(=O)C. Product: [CH2:36]([O:35][C:29]([C:30]1[C:31]([CH3:33])=[N:1][C:2]2[C:7]([CH:40]=1)=[CH:6][CH:5]=[C:4]([NH:10][C:11]([C:13]1[C:14]([C:19]3[CH:20]=[CH:21][C:22]([C:25]([F:26])([F:28])[F:27])=[CH:23][CH:24]=3)=[CH:15][CH:16]=[CH:17][CH:18]=1)=[O:12])[CH:3]=2)=[O:34])[CH3:37]. The catalyst class is: 6.